Regression. Given two drug SMILES strings and cell line genomic features, predict the synergy score measuring deviation from expected non-interaction effect. From a dataset of NCI-60 drug combinations with 297,098 pairs across 59 cell lines. (1) Drug 1: CS(=O)(=O)C1=CC(=C(C=C1)C(=O)NC2=CC(=C(C=C2)Cl)C3=CC=CC=N3)Cl. Drug 2: CN1C(=O)N2C=NC(=C2N=N1)C(=O)N. Cell line: HS 578T. Synergy scores: CSS=2.41, Synergy_ZIP=2.90, Synergy_Bliss=8.59, Synergy_Loewe=1.37, Synergy_HSA=1.75. (2) Drug 1: CC1=C2C(C(=O)C3(C(CC4C(C3C(C(C2(C)C)(CC1OC(=O)C(C(C5=CC=CC=C5)NC(=O)OC(C)(C)C)O)O)OC(=O)C6=CC=CC=C6)(CO4)OC(=O)C)OC)C)OC. Drug 2: B(C(CC(C)C)NC(=O)C(CC1=CC=CC=C1)NC(=O)C2=NC=CN=C2)(O)O. Cell line: CAKI-1. Synergy scores: CSS=46.8, Synergy_ZIP=4.23, Synergy_Bliss=3.62, Synergy_Loewe=-1.57, Synergy_HSA=5.28. (3) Drug 1: COC1=C2C(=CC3=C1OC=C3)C=CC(=O)O2. Drug 2: C1CCC(C(C1)N)N.C(=O)(C(=O)[O-])[O-].[Pt+4]. Cell line: BT-549. Synergy scores: CSS=8.32, Synergy_ZIP=-2.27, Synergy_Bliss=3.19, Synergy_Loewe=-1.25, Synergy_HSA=3.04. (4) Drug 1: C1CN1P(=S)(N2CC2)N3CC3. Drug 2: C1CCC(C(C1)N)N.C(=O)(C(=O)[O-])[O-].[Pt+4]. Cell line: SK-MEL-5. Synergy scores: CSS=36.2, Synergy_ZIP=-8.47, Synergy_Bliss=-1.75, Synergy_Loewe=-0.809, Synergy_HSA=2.55.